This data is from Forward reaction prediction with 1.9M reactions from USPTO patents (1976-2016). The task is: Predict the product of the given reaction. (1) The product is: [F:1][C:2]([F:33])([F:32])[C:3]1[CH:4]=[C:5]([C@H:13]2[O:17][C:16](=[O:18])[N:15]([CH2:19][C:20]3[C:25]([C:39]4[CH:38]=[C:37]([CH2:64][CH2:65][C:66]([O:67][CH3:68])=[O:59])[CH:36]=[CH:35][C:40]=4[O:41][CH3:42])=[CH:24][N:23]=[C:22]([S:29][CH3:30])[N:21]=3)[C@H:14]2[CH3:31])[CH:6]=[C:7]([C:9]([F:12])([F:11])[F:10])[CH:8]=1. Given the reactants [F:1][C:2]([F:33])([F:32])[C:3]1[CH:4]=[C:5]([C@H:13]2[O:17][C:16](=[O:18])[N:15]([CH2:19][C:20]3[C:25](B(O)O)=[CH:24][N:23]=[C:22]([S:29][CH3:30])[N:21]=3)[C@H:14]2[CH3:31])[CH:6]=[C:7]([C:9]([F:12])([F:11])[F:10])[CH:8]=1.F[C:35]1[CH:36]=[C:37](N2C(C(F)(F)F)=C(C(OCC)=O)C=N2)[CH:38]=[C:39](I)[C:40]=1[O:41][CH3:42].C(=O)([O-])[O-:59].[K+].[K+].[CH2:64]1[CH2:68][O:67][CH2:66][CH2:65]1, predict the reaction product. (2) Given the reactants [OH:1][C:2]1[CH:10]=[CH:9][C:5]([C:6]([OH:8])=[O:7])=[CH:4][C:3]=1[O:11][CH3:12].[N:13]1([CH2:18][CH2:19][CH2:20][Cl:21])[CH2:17][CH2:16][CH2:15][CH2:14]1.C(=O)([O-])[O-].[K+].[K+].[I-].[K+], predict the reaction product. The product is: [ClH:21].[CH3:12][O:11][C:3]1[CH:4]=[C:5]([CH:9]=[CH:10][C:2]=1[O:1][CH2:20][CH2:19][CH2:18][N:13]1[CH2:17][CH2:16][CH2:15][CH2:14]1)[C:6]([OH:8])=[O:7]. (3) The product is: [O:20]1[CH:21]=[CH:22][CH:23]=[C:19]1[C:17]([C:16]1[CH:15]=[N:14][N:13]2[C:8]([C:4]3[CH:3]=[C:2]([NH:1][C:25](=[O:26])[O:27][CH:28]([CH3:30])[CH3:29])[CH:7]=[CH:6][CH:5]=3)=[CH:9][CH:10]=[N:11][C:12]=12)=[O:18]. Given the reactants [NH2:1][C:2]1[CH:3]=[C:4]([C:8]2[N:13]3[N:14]=[CH:15][C:16]([C:17]([C:19]4[O:20][CH:21]=[CH:22][CH:23]=4)=[O:18])=[C:12]3[N:11]=[CH:10][CH:9]=2)[CH:5]=[CH:6][CH:7]=1.Cl[C:25]([O:27][CH:28]([CH3:30])[CH3:29])=[O:26], predict the reaction product. (4) The product is: [Cl:33][C:34]1[CH:35]=[C:36]([CH:44]=[CH:45][CH:46]=1)[CH2:37][C:38]1[S:42][C:41]([NH:43][C:19]([C:18]2[CH:22]=[CH:23][C:15]([O:14][C@@H:11]3[CH2:10][CH2:9][C@H:8]([C:6]([O:5][C:1]([CH3:4])([CH3:2])[CH3:3])=[O:7])[CH2:13][CH2:12]3)=[N:16][CH:17]=2)=[O:21])=[N:40][N:39]=1. Given the reactants [C:1]([O:5][C:6]([C@@H:8]1[CH2:13][CH2:12][C@H:11]([O:14][C:15]2[CH:23]=[CH:22][C:18]([C:19]([OH:21])=O)=[CH:17][N:16]=2)[CH2:10][CH2:9]1)=[O:7])([CH3:4])([CH3:3])[CH3:2].C(N(C(C)C)CC)(C)C.[Cl:33][C:34]1[CH:35]=[C:36]([CH:44]=[CH:45][CH:46]=1)[CH2:37][C:38]1[S:42][C:41]([NH2:43])=[N:40][N:39]=1, predict the reaction product.